This data is from Forward reaction prediction with 1.9M reactions from USPTO patents (1976-2016). The task is: Predict the product of the given reaction. (1) Given the reactants [C:1]1([C:7]2[N:12]=[C:11]([Cl:13])[N:10]=[C:9](Cl)[CH:8]=2)[CH:6]=[CH:5][CH:4]=[CH:3][CH:2]=1.[NH2:15][C@@H:16]([CH3:25])[C:17]([NH:19][CH2:20][C:21]([F:24])([F:23])[F:22])=[O:18].C(N(C(C)C)CC)(C)C, predict the reaction product. The product is: [Cl:13][C:11]1[N:10]=[C:9]([NH:15][CH:16]([CH3:25])[C:17]([NH:19][CH2:20][C:21]([F:22])([F:23])[F:24])=[O:18])[CH:8]=[C:7]([C:1]2[CH:6]=[CH:5][CH:4]=[CH:3][CH:2]=2)[N:12]=1. (2) Given the reactants C[Si]([N-][Si](C)(C)C)(C)C.[Na+].[Cl:11][C:12]1[N:13]=[C:14]([CH:17](O)[C:18]2[NH:19][C:20]([C:31]3[CH:36]=[CH:35][CH:34]=[C:33]([F:37])[CH:32]=3)=[C:21]3[C:26](=[O:27])[N:25]([CH3:28])[C:24](=[O:29])[N:23]([CH3:30])[C:22]=23)[S:15][CH:16]=1.[C:39]([O:46][CH3:47])(=[O:45])[CH2:40][C:41]([O:43][CH3:44])=[O:42], predict the reaction product. The product is: [Cl:11][C:12]1[N:13]=[C:14]([CH:17]([C:18]2[NH:19][C:20]([C:31]3[CH:36]=[CH:35][CH:34]=[C:33]([F:37])[CH:32]=3)=[C:21]3[C:26](=[O:27])[N:25]([CH3:28])[C:24](=[O:29])[N:23]([CH3:30])[C:22]=23)[CH:40]([C:39]([O:46][CH3:47])=[O:45])[C:41]([O:43][CH3:44])=[O:42])[S:15][CH:16]=1. (3) Given the reactants [CH3:1][O:2][C:3]1[CH:4]=[C:5]([CH2:11][C:12](=O)[CH:13]([CH3:15])[CH3:14])[CH:6]=[CH:7][C:8]=1[O:9][CH3:10].C([O-])(=O)C.[NH4+].[BH3-]C#[N:24].[Na+].[OH-].[Na+], predict the reaction product. The product is: [CH3:1][O:2][C:3]1[CH:4]=[C:5]([CH2:11][CH:12]([NH2:24])[CH:13]([CH3:15])[CH3:14])[CH:6]=[CH:7][C:8]=1[O:9][CH3:10]. (4) Given the reactants [OH-:1].[Na+].O.O.O.O.O.[Sn:8]([Cl:12])([Cl:11])([Cl:10])[Cl:9].[Sn](Cl)(Cl)(Cl)[Cl:14].[Cl-:18].[In+3:19].[Cl-].[Cl-], predict the reaction product. The product is: [Sn:8]([Cl:12])([Cl:11])([Cl:10])[Cl:9].[Cl-:14].[In+3:19].[Cl-:18].[Cl-:9].[OH-:1]. (5) Given the reactants [N-:1]=[C:2]=[O:3].C(N([CH:10]([CH3:12])[CH3:11])CC)(C)C.[ClH:13].[NH2:14][CH:15]([CH2:20][NH:21][C:22]([O:24][C:25]([CH3:28])([CH3:27])[CH3:26])=[O:23])[C:16]([O:18]C)=O.[CH2:29]1[CH2:39]CN2[C:32](=[N:33]CCC2)[CH2:31][CH2:30]1, predict the reaction product. The product is: [C:25]([O:24][C:22](=[O:23])[NH:21][CH2:20][CH:15]1[C:16](=[O:18])[N:1]([C:39]2[CH:29]=[CH:30][C:31]([C:32]#[N:33])=[C:12]([Cl:13])[C:10]=2[CH3:11])[C:2](=[O:3])[NH:14]1)([CH3:28])([CH3:27])[CH3:26]. (6) The product is: [NH2:1][C@H:2]([C:10]([OH:12])=[O:11])[CH2:3][S:4][S:5][C:6]([CH3:9])([CH3:7])[CH3:8]. Given the reactants [NH:1](C(OCC1C2C(=CC=CC=2)C2C1=CC=CC=2)=O)[C@H:2]([C:10]([OH:12])=[O:11])[CH2:3][S:4][S:5][C:6]([CH3:9])([CH3:8])[CH3:7].COC(C)(C)C, predict the reaction product.